This data is from Peptide-MHC class I binding affinity with 185,985 pairs from IEDB/IMGT. The task is: Regression. Given a peptide amino acid sequence and an MHC pseudo amino acid sequence, predict their binding affinity value. This is MHC class I binding data. (1) The peptide sequence is HVVNYNGLL. The MHC is HLA-A02:19 with pseudo-sequence HLA-A02:19. The binding affinity (normalized) is 0.0847. (2) The peptide sequence is FEDLRVSSFI. The MHC is HLA-B45:01 with pseudo-sequence HLA-B45:01. The binding affinity (normalized) is 0.139. (3) The peptide sequence is YDYYRYNLPT. The MHC is HLA-B18:01 with pseudo-sequence HLA-B18:01. The binding affinity (normalized) is 0. (4) The peptide sequence is LLSAWILTA. The MHC is HLA-B18:01 with pseudo-sequence HLA-B18:01. The binding affinity (normalized) is 0. (5) The peptide sequence is SMIENLEAM. The MHC is H-2-Db with pseudo-sequence H-2-Db. The binding affinity (normalized) is 0.723. (6) The peptide sequence is ISEKETLNEY. The MHC is HLA-A03:01 with pseudo-sequence HLA-A03:01. The binding affinity (normalized) is 0. (7) The peptide sequence is ARFSGLLIV. The binding affinity (normalized) is 0. The MHC is HLA-A24:02 with pseudo-sequence HLA-A24:02.